Dataset: Catalyst prediction with 721,799 reactions and 888 catalyst types from USPTO. Task: Predict which catalyst facilitates the given reaction. (1) Reactant: [NH:1]1[CH2:6][CH2:5][CH:4]([CH2:7][CH2:8][OH:9])[CH2:3][CH2:2]1.Cl[CH2:11][C:12]1[C:13]([O:18][CH3:19])=[N:14][CH:15]=[CH:16][CH:17]=1.C(=O)([O-])[O-].[K+].[K+].O. Product: [CH3:19][O:18][C:13]1[C:12]([CH2:11][N:1]2[CH2:6][CH2:5][CH:4]([CH2:7][CH2:8][OH:9])[CH2:3][CH2:2]2)=[CH:17][CH:16]=[CH:15][N:14]=1. The catalyst class is: 9. (2) Reactant: [Br:1][C:2]1[CH:15]=[CH:14][C:5]2[N:6]=[C:7]([CH:9]3[CH2:12][C:11](=[O:13])[CH2:10]3)[S:8][C:4]=2[CH:3]=1.CCC(C)[BH-](C(C)CC)C(C)CC.[Li+]. Product: [Br:1][C:2]1[CH:15]=[CH:14][C:5]2[N:6]=[C:7]([C@@H:9]3[CH2:10][C@H:11]([OH:13])[CH2:12]3)[S:8][C:4]=2[CH:3]=1. The catalyst class is: 1. (3) Reactant: [CH2:1]=[C:2]([C:4]1[N:9]=[C:8]([C:10]([O:12][CH2:13][CH3:14])=[O:11])[CH:7]=[CH:6][CH:5]=1)[CH3:3]. Product: [CH:2]([C:4]1[N:9]=[C:8]([C:10]([O:12][CH2:13][CH3:14])=[O:11])[CH:7]=[CH:6][CH:5]=1)([CH3:3])[CH3:1]. The catalyst class is: 50. (4) Reactant: [CH3:1][N:2]1[C:14]2[C:13](=[O:15])[C:12]3[CH:11]=[C:10]([CH2:16][C:17]4[CH:22]=[CH:21][CH:20]=[C:19]([N+:23]([O-])=O)[CH:18]=4)[CH:9]=[CH:8][C:7]=3[NH:6][C:5]=2[CH:4]=[N:3]1.[Cl-].[NH4+]. Product: [NH2:23][C:19]1[CH:18]=[C:17]([CH:22]=[CH:21][CH:20]=1)[CH2:16][C:10]1[CH:9]=[CH:8][C:7]2[NH:6][C:5]3[CH:4]=[N:3][N:2]([CH3:1])[C:14]=3[C:13](=[O:15])[C:12]=2[CH:11]=1. The catalyst class is: 190.